From a dataset of Peptide-MHC class II binding affinity with 134,281 pairs from IEDB. Regression. Given a peptide amino acid sequence and an MHC pseudo amino acid sequence, predict their binding affinity value. This is MHC class II binding data. (1) The peptide sequence is SELQMSWLPLCVRLE. The MHC is DRB1_0404 with pseudo-sequence DRB1_0404. The binding affinity (normalized) is 0.602. (2) The MHC is DRB3_0101 with pseudo-sequence DRB3_0101. The peptide sequence is TNTFVLKKEVSETQH. The binding affinity (normalized) is 0.265. (3) The peptide sequence is YDSNIMNSINNVMDE. The MHC is HLA-DQA10102-DQB10602 with pseudo-sequence HLA-DQA10102-DQB10602. The binding affinity (normalized) is 0.417. (4) The MHC is DRB1_1501 with pseudo-sequence DRB1_1501. The peptide sequence is GKIVHISPLSGSAQH. The binding affinity (normalized) is 0.436. (5) The peptide sequence is LIDDVLAILPLDDLK. The MHC is HLA-DPA10103-DPB10301 with pseudo-sequence HLA-DPA10103-DPB10301. The binding affinity (normalized) is 0.453. (6) The peptide sequence is QYIKANAKFIGITE. The MHC is DRB1_0101 with pseudo-sequence DRB1_0101. The binding affinity (normalized) is 0.741. (7) The peptide sequence is GMKNVFDDVVPEKYT. The MHC is HLA-DQA10501-DQB10201 with pseudo-sequence HLA-DQA10501-DQB10201. The binding affinity (normalized) is 0.596. (8) The peptide sequence is ELPGVDPDKDVDIMV. The MHC is HLA-DPA10201-DPB10101 with pseudo-sequence HLA-DPA10201-DPB10101. The binding affinity (normalized) is 0. (9) The peptide sequence is AQGPKATFEAMYLGT. The MHC is DRB3_0101 with pseudo-sequence DRB3_0101. The binding affinity (normalized) is 0.161.